Task: Predict which catalyst facilitates the given reaction.. Dataset: Catalyst prediction with 721,799 reactions and 888 catalyst types from USPTO (1) Reactant: [Cl:1][C:2]1[C:3]2[N:4]([C:8]([CH:27]3[CH2:30][C:29](=[CH2:31])[CH2:28]3)=[N:9][C:10]=2[C:11]2[CH:20]=[C:19]3[C:14]([CH:15]=[CH:16][C:17]([C:21]4[CH:26]=[CH:25][CH:24]=[CH:23][CH:22]=4)=[N:18]3)=[CH:13][CH:12]=2)[CH:5]=[CH:6][N:7]=1.C[N+]1([O-])CC[O:36]CC1.[O-]S([O-])=O.[Na+].[Na+].C1COCC1.[OH2:51]. Product: [Cl:1][C:2]1[C:3]2[N:4]([C:8]([CH:27]3[CH2:30][C:29]([CH2:31][OH:36])([OH:51])[CH2:28]3)=[N:9][C:10]=2[C:11]2[CH:20]=[C:19]3[C:14]([CH:15]=[CH:16][C:17]([C:21]4[CH:26]=[CH:25][CH:24]=[CH:23][CH:22]=4)=[N:18]3)=[CH:13][CH:12]=2)[CH:5]=[CH:6][N:7]=1. The catalyst class is: 25. (2) Reactant: [I:1][C:2]1[CH:9]=[CH:8][C:5]([CH2:6][NH2:7])=[CH:4][CH:3]=1.CCN(C(C)C)C(C)C.[CH3:19][C:20]([O:23][C:24](O[C:24]([O:23][C:20]([CH3:22])([CH3:21])[CH3:19])=[O:25])=[O:25])([CH3:22])[CH3:21]. Product: [C:20]([O:23][C:24](=[O:25])[NH:7][CH2:6][C:5]1[CH:8]=[CH:9][C:2]([I:1])=[CH:3][CH:4]=1)([CH3:22])([CH3:21])[CH3:19]. The catalyst class is: 31.